From a dataset of Full USPTO retrosynthesis dataset with 1.9M reactions from patents (1976-2016). Predict the reactants needed to synthesize the given product. (1) The reactants are: CC(C)([O-])C.[Na+].[CH2:7]1[C:11]2([CH2:16][CH2:15][NH:14][CH2:13][CH2:12]2)[CH2:10][CH2:9][N:8]1[C:17]([O:19][C:20]([CH3:23])([CH3:22])[CH3:21])=[O:18].Cl[C:25]1[N:30]=[CH:29][C:28]([C:31]([F:34])([F:33])[F:32])=[CH:27][N:26]=1.C1C=CC(P(C2C(C3C(P(C4C=CC=CC=4)C4C=CC=CC=4)=CC=C4C=3C=CC=C4)=C3C(C=CC=C3)=CC=2)C2C=CC=CC=2)=CC=1. Given the product [F:32][C:31]([F:34])([F:33])[C:28]1[CH:27]=[N:26][C:25]([N:14]2[CH2:13][CH2:12][C:11]3([CH2:7][N:8]([C:17]([O:19][C:20]([CH3:23])([CH3:22])[CH3:21])=[O:18])[CH2:9][CH2:10]3)[CH2:16][CH2:15]2)=[N:30][CH:29]=1, predict the reactants needed to synthesize it. (2) Given the product [Cl:1][C:2]1[N:3]=[C:4]([N:13]2[CH2:18][CH2:17][O:16][CH2:15][CH2:14]2)[C:5]2[S:10][C:9]([CH2:11][N:25]3[CH2:24][CH2:23][N:22]([CH:26]4[CH2:29][O:28][CH2:27]4)[CH2:21][C:20]3([CH3:30])[CH3:19])=[CH:8][C:6]=2[N:7]=1, predict the reactants needed to synthesize it. The reactants are: [Cl:1][C:2]1[N:3]=[C:4]([N:13]2[CH2:18][CH2:17][O:16][CH2:15][CH2:14]2)[C:5]2[S:10][C:9]([CH:11]=O)=[CH:8][C:6]=2[N:7]=1.[CH3:19][C:20]1([CH3:30])[NH:25][CH2:24][CH2:23][N:22]([CH:26]2[CH2:29][O:28][CH2:27]2)[CH2:21]1.C(O[BH-](OC(=O)C)OC(=O)C)(=O)C.[Na+]. (3) The reactants are: Cl[C:2]1[N:7]=[C:6]([Cl:8])[N:5]=[CH:4][N:3]=1.CCN(C(C)C)C(C)C.[CH3:18][O:19][C:20]1[C:25]([NH2:26])=[CH:24][CH:23]=[CH:22][N:21]=1.C(Cl)Cl. Given the product [Cl:8][C:6]1[N:5]=[CH:4][N:3]=[C:2]([NH:26][C:25]2[C:20]([O:19][CH3:18])=[N:21][CH:22]=[CH:23][CH:24]=2)[N:7]=1, predict the reactants needed to synthesize it.